The task is: Predict the reactants needed to synthesize the given product.. This data is from Full USPTO retrosynthesis dataset with 1.9M reactions from patents (1976-2016). (1) Given the product [OH:20][C@H:18]([CH3:19])[C@H:14]([N:11]1[CH2:10][C:9]2([CH2:21][CH2:22][CH2:23][N:8]2[C:6]([O:5][C:1]([CH3:2])([CH3:3])[CH3:4])=[O:7])[C:12]1=[O:13])[C:15]([NH:59][CH2:55][CH:56]([CH3:58])[CH3:57])=[O:16], predict the reactants needed to synthesize it. The reactants are: [C:1]([O:5][C:6]([N:8]1[CH2:23][CH2:22][CH2:21][C:9]21[C:12](=[O:13])[N:11]([C@@H:14]([C@H:18]([OH:20])[CH3:19])[C:15](O)=[O:16])[CH2:10]2)=[O:7])([CH3:4])([CH3:3])[CH3:2].CCN(C(C)C)C(C)C.CCN=C=NCCCN(C)C.Cl.C1C=CC2N(O)N=NC=2C=1.[CH2:55]([NH2:59])[CH:56]([CH3:58])[CH3:57]. (2) Given the product [O:37]=[C:16]1[CH:17]=[C:18]([O:21][CH:22]2[CH2:27][CH2:26][N:25]([C:28]3[N:33]=[CH:32][C:31]([CH2:34][CH2:35][CH3:36])=[CH:30][N:29]=3)[CH2:24][CH2:23]2)[CH:19]=[CH:20][N:15]1[C:12]1[CH:11]=[CH:10][C:9]([S:6]([NH2:5])(=[O:7])=[O:8])=[CH:14][CH:13]=1, predict the reactants needed to synthesize it. The reactants are: C([NH:5][S:6]([C:9]1[CH:14]=[CH:13][C:12]([N:15]2[CH:20]=[CH:19][C:18]([O:21][CH:22]3[CH2:27][CH2:26][N:25]([C:28]4[N:33]=[CH:32][C:31]([CH2:34][CH2:35][CH3:36])=[CH:30][N:29]=4)[CH2:24][CH2:23]3)=[CH:17][C:16]2=[O:37])=[CH:11][CH:10]=1)(=[O:8])=[O:7])(C)(C)C.FC(F)(F)C(O)=O. (3) Given the product [CH3:15][N:16]1[CH:20]=[C:19]([C:2]2[C:7]([NH2:8])=[CH:6][C:5]([C:11]([F:14])([F:13])[F:12])=[CH:4][N:3]=2)[CH:18]=[N:17]1, predict the reactants needed to synthesize it. The reactants are: Cl[C:2]1[C:7]([N+:8]([O-])=O)=[CH:6][C:5]([C:11]([F:14])([F:13])[F:12])=[CH:4][N:3]=1.[CH3:15][N:16]1[CH:20]=[C:19](B2OC(C)(C)C(C)(C)O2)[CH:18]=[N:17]1.C(=O)([O-])[O-].[Cs+].[Cs+]. (4) Given the product [Cl:44][CH2:25][C:21]1[CH:20]=[C:19]([C:16]2[N:15]=[C:14]([C:11]3[CH:12]=[CH:13][C:8]([N:3]4[CH2:4][CH2:5][CH2:6][CH2:7][CH:2]4[CH3:1])=[C:9]([C:27]([F:30])([F:28])[F:29])[CH:10]=3)[O:18][N:17]=2)[CH:24]=[CH:23][N:22]=1, predict the reactants needed to synthesize it. The reactants are: [CH3:1][CH:2]1[CH2:7][CH2:6][CH2:5][CH2:4][N:3]1[C:8]1[CH:13]=[CH:12][C:11]([C:14]2[O:18][N:17]=[C:16]([C:19]3[CH:24]=[CH:23][N:22]=[C:21]([CH2:25]O)[CH:20]=3)[N:15]=2)=[CH:10][C:9]=1[C:27]([F:30])([F:29])[F:28].CCN(C(C)C)C(C)C.CS([Cl:44])(=O)=O.O. (5) The reactants are: C([O:4][CH2:5][CH2:6][CH2:7][S:8]([NH:11][C:12]([C:14]1[CH:19]=[CH:18][C:17]([C:20]2[CH:25]=[CH:24][C:23]([CH2:26][CH2:27][CH2:28][N:29]([C:39]([O:41][C:42]([CH3:45])([CH3:44])[CH3:43])=[O:40])[CH2:30][C@H:31]([OH:38])[C:32]3[CH:33]=[N:34][CH:35]=[CH:36][CH:37]=3)=[CH:22][CH:21]=2)=[CH:16][C:15]=1[O:46][CH2:47][CH:48]([CH3:50])[CH3:49])=[O:13])(=[O:10])=[O:9])(=O)C.[OH-].[Na+]. Given the product [OH:4][CH2:5][CH2:6][CH2:7][S:8]([NH:11][C:12]([C:14]1[CH:19]=[CH:18][C:17]([C:20]2[CH:21]=[CH:22][C:23]([CH2:26][CH2:27][CH2:28][N:29]([CH2:30][C@H:31]([OH:38])[C:32]3[CH:33]=[N:34][CH:35]=[CH:36][CH:37]=3)[C:39](=[O:40])[O:41][C:42]([CH3:44])([CH3:45])[CH3:43])=[CH:24][CH:25]=2)=[CH:16][C:15]=1[O:46][CH2:47][CH:48]([CH3:50])[CH3:49])=[O:13])(=[O:10])=[O:9], predict the reactants needed to synthesize it. (6) Given the product [OH:19][C:16]1[CH:17]=[CH:18][C:13]([CH:9]([NH:8][C:6](=[O:7])[O:5][C:1]([CH3:2])([CH3:3])[CH3:4])[C:10]([N:33]2[CH2:34][CH2:35][C@H:31]([O:30][CH2:29][CH2:28][O:27][CH2:26][CH2:25][O:24][CH2:23][CH2:22][O:21][CH3:20])[CH2:32]2)=[O:12])=[CH:14][CH:15]=1, predict the reactants needed to synthesize it. The reactants are: [C:1]([O:5][C:6]([NH:8][CH:9]([C:13]1[CH:18]=[CH:17][C:16]([OH:19])=[CH:15][CH:14]=1)[C:10]([OH:12])=O)=[O:7])([CH3:4])([CH3:3])[CH3:2].[CH3:20][O:21][CH2:22][CH2:23][O:24][CH2:25][CH2:26][O:27][CH2:28][CH2:29][O:30][C@H:31]1[CH2:35][CH2:34][NH:33][CH2:32]1.CCN(C(C)C)C(C)C.F[B-](F)(F)F.N1(OC(N(C)C)=[N+](C)C)C2C=CC=CC=2N=N1. (7) Given the product [OH:16][C:4]1[CH:3]=[C:2]([CH3:1])[C:11]([C:12]([F:13])([F:14])[F:15])=[CH:10][C:5]=1[C:6]([O:8][CH3:9])=[O:7], predict the reactants needed to synthesize it. The reactants are: [CH3:1][C:2]1[C:11]([C:12]([F:15])([F:14])[F:13])=[CH:10][C:5]([C:6]([O:8][CH3:9])=[O:7])=[C:4]([O:16]C)[CH:3]=1.B(Br)(Br)Br.Cl. (8) Given the product [Br:7][C:8]1[N:13]=[C:12]2[NH:14][CH:15]=[C:16]([CH3:17])[C:11]2=[CH:10][CH:9]=1, predict the reactants needed to synthesize it. The reactants are: [H-].[H-].[H-].[H-].[Li+].[Al+3].[Br:7][C:8]1[N:13]=[C:12]2[NH:14][CH:15]=[C:16]([CH:17]=O)[C:11]2=[CH:10][CH:9]=1. (9) The reactants are: C(=O)([O-])O.[Na+].O.C(=O)([O-])O.[Na+].[NH2:12]OS(O)(=O)=O.[CH3:18][O:19][C:20]([C:22]([C:27]([O:29]C)=O)=[C:23]([S:25][CH3:26])[SH:24])=[O:21]. Given the product [CH3:18][O:19][C:20]([C:22]1[C:27]([OH:29])=[N:12][S:24][C:23]=1[S:25][CH3:26])=[O:21], predict the reactants needed to synthesize it. (10) Given the product [CH:11]1([C:25]2[C:26]([O:36][CH2:37][C:38]34[CH2:45][C:44]5([F:47])[CH2:43][C:42]([F:49])([CH2:41][C:40]([F:50])([CH2:46]5)[CH2:39]3)[CH2:48]4)=[CH:27][C:28]([F:35])=[C:29]([CH:34]=2)[C:30]([O:32][CH3:33])=[O:31])[CH2:1][CH2:2]1, predict the reactants needed to synthesize it. The reactants are: [C:1]12([CH2:11]OC3C(Cl)=CC(C(OC)=O)=CN=3)CC3CC(CC(C3)[CH2:2]1)C2.Cl[C:25]1[C:26]([O:36][CH2:37][C:38]23[CH2:48][C:42]4([F:49])[CH2:43][C:44]([F:47])([CH2:46][C:40]([F:50])([CH2:41]4)[CH2:39]2)[CH2:45]3)=[CH:27][C:28]([F:35])=[C:29]([CH:34]=1)[C:30]([O:32][CH3:33])=[O:31].